This data is from Full USPTO retrosynthesis dataset with 1.9M reactions from patents (1976-2016). The task is: Predict the reactants needed to synthesize the given product. (1) The reactants are: [NH:1]1[CH2:6][CH2:5][CH2:4][CH:3]([C:7]2[O:11][N:10]=[C:9]([CH2:12][N:13]([CH2:26][C:27]([F:30])([F:29])[F:28])[C:14]3[CH:21]=[CH:20][C:17]([C:18]#[N:19])=[C:16]([C:22]([F:25])([F:24])[F:23])[CH:15]=3)[N:8]=2)[CH2:2]1.[CH3:31][N:32]=[C:33]=[O:34]. Given the product [C:18]([C:17]1[CH:20]=[CH:21][C:14]([N:13]([CH2:12][C:9]2[N:8]=[C:7]([CH:3]3[CH2:4][CH2:5][CH2:6][N:1]([C:33]([NH:32][CH3:31])=[O:34])[CH2:2]3)[O:11][N:10]=2)[CH2:26][C:27]([F:30])([F:28])[F:29])=[CH:15][C:16]=1[C:22]([F:24])([F:25])[F:23])#[N:19], predict the reactants needed to synthesize it. (2) The reactants are: [O:1]1CCO[CH:2]1[CH2:6][N:7]1[C:16]2[C:11](=[CH:12][N:13]=[CH:14][CH:15]=2)[CH:10]=[CH:9][C:8]1=[O:17].FC(F)(F)C(O)=O. Given the product [O:17]=[C:8]1[CH:9]=[CH:10][C:11]2[C:16](=[CH:15][CH:14]=[N:13][CH:12]=2)[N:7]1[CH2:6][CH:2]=[O:1], predict the reactants needed to synthesize it. (3) Given the product [CH3:23][O:22][C:14]1[CH:13]=[C:12]([NH:11][C:4]2[C:5]3[N:10]=[CH:9][S:8][C:6]=3[N:7]=[C:2]([C:32]3[CH:33]=[C:34]([CH:38]=[CH:39][CH:40]=3)[C:35]([NH2:37])=[O:36])[N:3]=2)[CH:17]=[C:16]([O:18][CH3:19])[C:15]=1[O:20][CH3:21], predict the reactants needed to synthesize it. The reactants are: Cl[C:2]1[N:3]=[C:4]([NH:11][C:12]2[CH:17]=[C:16]([O:18][CH3:19])[C:15]([O:20][CH3:21])=[C:14]([O:22][CH3:23])[CH:13]=2)[C:5]2[N:10]=[CH:9][S:8][C:6]=2[N:7]=1.CC1(C)C(C)(C)OB([C:32]2[CH:33]=[C:34]([CH:38]=[CH:39][CH:40]=2)[C:35]([NH2:37])=[O:36])O1.C([O-])([O-])=O.[Na+].[Na+]. (4) Given the product [Br:17][C:18]1[S:22][C:21]([NH:23][C:24]([NH:40][CH:38]2[CH2:37][CH2:36][O:35][C:34]([CH3:41])([CH3:33])[CH2:39]2)=[O:32])=[N:20][CH:19]=1, predict the reactants needed to synthesize it. The reactants are: BrC1SC(NC(NC2C=CC=CC=2)=O)=NC=1.[Br:17][C:18]1[S:22][C:21]([NH:23][C:24](=[O:32])OC2C=CC=CC=2)=[N:20][CH:19]=1.[CH3:33][C:34]1([CH3:41])[CH2:39][CH:38]([NH2:40])[CH2:37][CH2:36][O:35]1.